Dataset: Full USPTO retrosynthesis dataset with 1.9M reactions from patents (1976-2016). Task: Predict the reactants needed to synthesize the given product. (1) Given the product [C:38]1([C:41]2[CH:42]=[CH:43][CH:44]=[CH:45][CH:46]=2)[CH:39]=[CH:40][C:35]([CH2:34][O:33][C:32]2[CH:47]=[CH:48][C:29]([O:28][CH2:27][CH2:26][O:1][C:2]3[CH:11]=[CH:10][C:5]([C:6]([O:8][CH3:9])=[O:7])=[CH:4][C:3]=3[C:12]([NH:14][CH:15]3[CH2:20][CH2:19][CH2:18][CH:17]([C:21]([O:23][CH3:24])=[O:22])[CH2:16]3)=[O:13])=[CH:30][CH:31]=2)=[CH:36][CH:37]=1, predict the reactants needed to synthesize it. The reactants are: [OH:1][C:2]1[CH:11]=[CH:10][C:5]([C:6]([O:8][CH3:9])=[O:7])=[CH:4][C:3]=1[C:12]([NH:14][CH:15]1[CH2:20][CH2:19][CH2:18][CH:17]([C:21]([O:23][CH3:24])=[O:22])[CH2:16]1)=[O:13].Br[CH2:26][CH2:27][O:28][C:29]1[CH:48]=[CH:47][C:32]([O:33][CH2:34][C:35]2[CH:40]=[CH:39][C:38]([C:41]3[CH:46]=[CH:45][CH:44]=[CH:43][CH:42]=3)=[CH:37][CH:36]=2)=[CH:31][CH:30]=1. (2) Given the product [ClH:36].[NH2:16][C@H:15]([C:24](=[O:26])[N:37]1[CH2:41][CH2:40][CH2:39][CH2:38]1)[CH2:14][CH2:13][CH2:12][N:11]([CH3:9])[S:33]([CH:27]1[CH2:32][CH2:31][CH2:30][CH2:29][CH2:28]1)(=[O:35])=[O:34], predict the reactants needed to synthesize it. The reactants are: C(O[C:9]([NH:11][CH2:12][CH2:13][CH2:14][C@@H:15]([C:24]([OH:26])=O)[NH:16]C(OC(C)(C)C)=O)=O)C1C=CC=CC=1.[CH:27]1([S:33]([Cl:36])(=[O:35])=[O:34])[CH2:32][CH2:31][CH2:30][CH2:29][CH2:28]1.[NH:37]1[CH2:41][CH2:40][CH2:39][CH2:38]1. (3) Given the product [C:1]([O:5][C:6]([N:8]1[CH2:11][C:10]2([CH2:16][CH2:15][N:14]([C:17](=[O:19])[CH3:18])[CH2:13][CH2:12]2)[CH2:9]1)=[O:7])([CH3:4])([CH3:2])[CH3:3], predict the reactants needed to synthesize it. The reactants are: [C:1]([O:5][C:6]([N:8]1[CH2:11][C:10]2([CH2:16][CH2:15][NH:14][CH2:13][CH2:12]2)[CH2:9]1)=[O:7])([CH3:4])([CH3:3])[CH3:2].[C:17](Cl)(=[O:19])[CH3:18].C(N(CC)CC)C. (4) The reactants are: [F:1][C:2]1[CH:7]=[CH:6][C:5]([NH:8][C:9]2[C:18]3[C:13](=[C:14]([NH2:19])[CH:15]=[CH:16][CH:17]=3)[N:12]=[CH:11][N:10]=2)=[CH:4][C:3]=1[C:20]([F:23])([F:22])[F:21].[Cl:24][C:25]1[C:30]([C:31](O)=[O:32])=[C:29]([F:34])[C:28]([CH2:35][NH:36][C:37](=[O:42])[C:38]([CH3:41])([CH3:40])[CH3:39])=[CH:27][CH:26]=1.C(Cl)(=O)C(Cl)=O.CCN(C(C)C)C(C)C. Given the product [Cl:24][C:25]1[C:30]([C:31]([NH:19][C:14]2[CH:15]=[CH:16][CH:17]=[C:18]3[C:13]=2[N:12]=[CH:11][N:10]=[C:9]3[NH:8][C:5]2[CH:6]=[CH:7][C:2]([F:1])=[C:3]([C:20]([F:21])([F:23])[F:22])[CH:4]=2)=[O:32])=[C:29]([F:34])[C:28]([CH2:35][NH:36][C:37](=[O:42])[C:38]([CH3:40])([CH3:39])[CH3:41])=[CH:27][CH:26]=1, predict the reactants needed to synthesize it. (5) Given the product [F:20][C:21]1[CH:26]=[CH:25][C:24]([C:8]2[C:7]([C:14]#[N:15])=[C:6]([OH:16])[C:5]([OH:4])=[CH:10][C:9]=2[C:11]#[N:12])=[CH:23][CH:22]=1, predict the reactants needed to synthesize it. The reactants are: C([O:4][C:5]1[CH:10]=[C:9]([C:11]#[N:12])[C:8](Br)=[C:7]([C:14]#[N:15])[C:6]=1[O:16]C(=O)C)(=O)C.[F:20][C:21]1[CH:26]=[CH:25][C:24](B(O)O)=[CH:23][CH:22]=1.